From a dataset of Catalyst prediction with 721,799 reactions and 888 catalyst types from USPTO. Predict which catalyst facilitates the given reaction. Reactant: Cl.Cl.[Cl:3][C:4]1[C:5]([CH2:10][NH2:11])=[N:6][CH:7]=[CH:8][N:9]=1.C(N=C=NCCCN(C)C)C.C(N(C(C)C)CC)(C)C.[CH2:32]=[C:33]1[CH2:36][CH:35]([C:37](O)=[O:38])[CH2:34]1. Product: [Cl:3][C:4]1[C:5]([CH2:10][NH:11][C:37]([CH:35]2[CH2:36][C:33](=[CH2:32])[CH2:34]2)=[O:38])=[N:6][CH:7]=[CH:8][N:9]=1. The catalyst class is: 143.